From a dataset of CYP2C19 inhibition data for predicting drug metabolism from PubChem BioAssay. Regression/Classification. Given a drug SMILES string, predict its absorption, distribution, metabolism, or excretion properties. Task type varies by dataset: regression for continuous measurements (e.g., permeability, clearance, half-life) or binary classification for categorical outcomes (e.g., BBB penetration, CYP inhibition). Dataset: cyp2c19_veith. (1) The result is 1 (inhibitor). The drug is COC(=O)c1cc(-c2ccccc2)sc1NC(=O)CN1C(=O)c2ccccc2C1=O. (2) The compound is O=C(c1cc(C(F)(F)F)cc(C(F)(F)F)c1)N1CCC2(CCN(Cc3ccccc3)CC2)CC1. The result is 0 (non-inhibitor). (3) The compound is CC(=O)OCC(=O)[C@]12OC(C)(C)O[C@@H]1C[C@H]1[C@H]3CC=C4C[C@@H](O)CC[C@]4(C)[C@H]3CC[C@]12C. The result is 0 (non-inhibitor). (4) The drug is CC1=NN(c2ccccc2)C(=O)[C@@H]1N=Nc1ccc([As](=O)(O)O)c(O)c1. The result is 0 (non-inhibitor). (5) The drug is Cc1sc2nc(C3CC3)nc(SCC(=O)N3CC(=O)Nc4ccccc43)c2c1C. The result is 1 (inhibitor).